From a dataset of Reaction yield outcomes from USPTO patents with 853,638 reactions. Predict the reaction yield, written as a fraction of the theoretical maximum amount of product (1.0 means a 100% yield; for example, 0.34 means a 34% yield). (1) The reactants are [F:1][C:2]1[CH:23]=[CH:22][C:5]2[N:6]([CH2:9][C:10]3[CH:21]=[CH:20][C:13]4[N:14]=[C:15](S(C)=O)[S:16][C:12]=4[CH:11]=3)[CH:7]=[N:8][C:4]=2[CH:3]=1.[NH2:24][C@@H:25]1[CH2:30][CH2:29][CH2:28][CH2:27][C@H:26]1[OH:31].CCN(C(C)C)C(C)C.CN1C(=O)CCC1. The catalyst is CCOC(C)=O. The product is [F:1][C:2]1[CH:23]=[CH:22][C:5]2[N:6]([CH2:9][C:10]3[CH:21]=[CH:20][C:13]4[N:14]=[C:15]([NH:24][C@@H:25]5[CH2:30][CH2:29][CH2:28][CH2:27][C@H:26]5[OH:31])[S:16][C:12]=4[CH:11]=3)[CH:7]=[N:8][C:4]=2[CH:3]=1. The yield is 0.330. (2) The reactants are [Br:1][C:2]1[CH:3]=[C:4]([CH:8]=[C:9]([OH:11])[CH:10]=1)[C:5]([OH:7])=[O:6].[C:12](Cl)(C)=O. The catalyst is CO.CC(=O)OCC. The product is [Br:1][C:2]1[CH:3]=[C:4]([CH:8]=[C:9]([OH:11])[CH:10]=1)[C:5]([O:7][CH3:12])=[O:6]. The yield is 0.970. (3) The reactants are [CH3:1][O:2][C:3]1[CH:8]=[CH:7][C:6]([O:9][CH3:10])=[CH:5][C:4]=1[CH2:11][CH2:12][OH:13].N1C=CN=C1.[Si:19](Cl)([C:22]([CH3:25])([CH3:24])[CH3:23])([CH3:21])[CH3:20].C(OCC)(=O)C. The catalyst is C1COCC1.O.CCCCCC. The product is [C:22]([Si:19]([O:13][CH2:12][CH2:11][C:4]1[CH:5]=[C:6]([O:9][CH3:10])[CH:7]=[CH:8][C:3]=1[O:2][CH3:1])([CH3:21])[CH3:20])([CH3:25])([CH3:24])[CH3:23]. The yield is 0.820.